From a dataset of Forward reaction prediction with 1.9M reactions from USPTO patents (1976-2016). Predict the product of the given reaction. (1) Given the reactants [Cl:1][C:2]1[CH:3]=[C:4]([CH:19]=[CH:20][C:21]=1[Cl:22])[CH2:5][CH:6]1[C:15]2[C:10](=[CH:11][CH:12]=[C:13]([O:16][CH3:17])[CH:14]=2)[CH2:9][CH2:8][C:7]1=O.[NH:23]1[CH2:27][CH2:26][CH2:25][CH2:24]1.CO.C#N.[Na], predict the reaction product. The product is: [Cl:1][C:2]1[CH:3]=[C:4]([CH:19]=[CH:20][C:21]=1[Cl:22])[CH2:5][CH:6]1[C:15]2[C:10](=[CH:11][CH:12]=[C:13]([O:16][CH3:17])[CH:14]=2)[CH2:9][CH2:8][CH:7]1[N:23]1[CH2:27][CH2:26][CH2:25][CH2:24]1. (2) Given the reactants [CH3:1][O:2][C@H:3]1[C@@H:8]([NH:9]C(=O)OC(C)(C)C)[CH2:7][CH2:6][N:5]([CH2:17][CH2:18][N:19]2[C:28]3[C:23](=[CH:24][CH:25]=[C:26]([O:29][CH3:30])[CH:27]=3)[N:22]=[CH:21][C:20]2=[O:31])[CH2:4]1.FC(F)(F)C(O)=O, predict the reaction product. The product is: [NH2:9][C@H:8]1[CH2:7][CH2:6][N:5]([CH2:17][CH2:18][N:19]2[C:28]3[C:23](=[CH:24][CH:25]=[C:26]([O:29][CH3:30])[CH:27]=3)[N:22]=[CH:21][C:20]2=[O:31])[CH2:4][C@H:3]1[O:2][CH3:1]. (3) Given the reactants [CH3:1][O:2][C:3]1[CH:12]=[C:11]2[C:6]([C:7]([O:13][C:14]3[CH:19]=[CH:18][C:17]([NH:20][C:21]([NH:23][C:24]4[S:25][CH:26]=[CH:27][N:28]=4)=[O:22])=[CH:16][CH:15]=3)=[CH:8][CH:9]=[N:10]2)=[CH:5][C:4]=1[C:29]([OH:31])=[O:30].Cl.C(N=C=NCCCN(C)C)C.O.ON1C2C=CC=CC=2N=N1.C(N(CC)CC)C.[CH3:62][O:63][CH2:64][CH2:65]N, predict the reaction product. The product is: [CH3:1][O:2][C:3]1[CH:12]=[C:11]2[C:6]([C:7]([O:13][C:14]3[CH:15]=[CH:16][C:17]([NH:20][C:21]([NH:23][C:24]4[S:25][CH:26]=[CH:27][N:28]=4)=[O:22])=[CH:18][CH:19]=3)=[CH:8][CH:9]=[N:10]2)=[CH:5][C:4]=1[C:29]([O:31][CH2:65][CH2:64][O:63][CH3:62])=[O:30]. (4) Given the reactants Br[CH2:2][CH2:3][C:4]1[C:12]2[C:7](=[CH:8][CH:9]=[C:10]([F:13])[CH:11]=2)[NH:6][CH:5]=1.[NH:14]1[CH:18]=[CH:17][N:16]=[N:15]1.C(N(C(C)C)C(C)C)C, predict the reaction product. The product is: [N:14]1([CH2:2][CH2:3][C:4]2[C:12]3[C:7](=[CH:8][CH:9]=[C:10]([F:13])[CH:11]=3)[NH:6][CH:5]=2)[CH:18]=[CH:17][N:16]=[N:15]1. (5) Given the reactants [CH3:1][C:2]1[CH:7]=[C:6]([CH2:8][CH:9]2[CH2:14][CH2:13][NH:12][CH2:11][CH2:10]2)[CH:5]=[CH:4][C:3]=1[C:15]1[C:16]2[CH:23]=[C:22]([CH2:24][O:25][C:26]3[CH:31]=[CH:30][C:29]([C@@H:32]([C:39]#[C:40][CH3:41])[CH2:33][C:34]([O:36]CC)=[O:35])=[CH:28][CH:27]=3)[CH:21]=[CH:20][C:17]=2[S:18][CH:19]=1.[Li+].[OH-].Cl, predict the reaction product. The product is: [CH3:1][C:2]1[CH:7]=[C:6]([CH2:8][CH:9]2[CH2:10][CH2:11][NH:12][CH2:13][CH2:14]2)[CH:5]=[CH:4][C:3]=1[C:15]1[C:16]2[CH:23]=[C:22]([CH2:24][O:25][C:26]3[CH:27]=[CH:28][C:29]([C@@H:32]([C:39]#[C:40][CH3:41])[CH2:33][C:34]([OH:36])=[O:35])=[CH:30][CH:31]=3)[CH:21]=[CH:20][C:17]=2[S:18][CH:19]=1. (6) The product is: [N:14]1([S:2]([C:5]2[CH:6]=[C:7]([CH:11]=[CH:12][CH:13]=2)[C:8]([OH:10])=[O:9])(=[O:4])=[O:3])[CH2:19][CH2:18][CH2:17][CH2:16][CH2:15]1. Given the reactants Cl[S:2]([C:5]1[CH:6]=[C:7]([CH:11]=[CH:12][CH:13]=1)[C:8]([OH:10])=[O:9])(=[O:4])=[O:3].[NH:14]1[CH2:19][CH2:18][CH2:17][CH2:16][CH2:15]1, predict the reaction product.